From a dataset of Full USPTO retrosynthesis dataset with 1.9M reactions from patents (1976-2016). Predict the reactants needed to synthesize the given product. (1) The reactants are: [OH:1][C:2]1[CH:3]=[C:4]([NH:8][C:9](=[O:15])[O:10][C:11]([CH3:14])([CH3:13])[CH3:12])[CH:5]=[CH:6][CH:7]=1.Br[C:17]1[CH:18]=[CH:19][C:20]([N+:23]([O-:25])=[O:24])=[N:21][CH:22]=1.C(=O)([O-])[O-].[Cs+].[Cs+]. Given the product [N+:23]([C:20]1[N:21]=[CH:22][C:17]([O:1][C:2]2[CH:3]=[C:4]([NH:8][C:9](=[O:15])[O:10][C:11]([CH3:12])([CH3:14])[CH3:13])[CH:5]=[CH:6][CH:7]=2)=[CH:18][CH:19]=1)([O-:25])=[O:24], predict the reactants needed to synthesize it. (2) Given the product [NH2:20][C:17]1[CH:18]=[CH:19][C:14]([N:12]([C:10]2[C:9]3[C:4](=[CH:5][CH:6]=[CH:7][CH:8]=3)[N:3]=[C:2]([CH3:1])[N:11]=2)[CH3:13])=[CH:15][CH:16]=1, predict the reactants needed to synthesize it. The reactants are: [CH3:1][C:2]1[N:11]=[C:10]([N:12]([C:14]2[CH:19]=[CH:18][C:17]([N+:20]([O-])=O)=[CH:16][CH:15]=2)[CH3:13])[C:9]2[C:4](=[CH:5][CH:6]=[CH:7][CH:8]=2)[N:3]=1.